From a dataset of Forward reaction prediction with 1.9M reactions from USPTO patents (1976-2016). Predict the product of the given reaction. (1) Given the reactants [OH:1][C:2]1[C:9](O)=[CH:8][CH:7]=[CH:6][C:3]=1[CH:4]=[O:5].[H-].[Na+].[Cl:13][C:14]1[CH:21]=[CH:20][C:17]([CH2:18]Br)=[CH:16][CH:15]=1.CN(C)[CH:24]=[O:25], predict the reaction product. The product is: [Cl:13][C:14]1[CH:21]=[CH:20][C:17]([CH2:18][O:1][C:2]2[C:9]([O:25][CH2:24][C:17]3[CH:20]=[CH:21][C:14]([Cl:13])=[CH:15][CH:16]=3)=[CH:8][CH:7]=[CH:6][C:3]=2[CH:4]=[O:5])=[CH:16][CH:15]=1. (2) Given the reactants [C:1]([O:4][C@H:5]1[C@H:10]([C:11]2[CH:16]=[CH:15][C:14]([Cl:17])=[C:13]([CH2:18][C:19]3[CH:24]=[CH:23][C:22]([CH2:25][CH3:26])=[CH:21][CH:20]=3)[CH:12]=2)[C@@H:9]([O:27][C:28](=[O:30])[CH3:29])[C@H:8]([CH2:31][O:32][C:33](=[O:35])[CH3:34])[C@@H:7]([O:36][C:37](=[O:39])[CH3:38])[C@@H:6]1[O:40][C:41](=[O:43])[CH3:42])(=[O:3])[CH3:2].C(O)(=[O:46])C, predict the reaction product. The product is: [C:1]([O:4][C@H:5]1[C@H:10]([C:11]2[CH:16]=[CH:15][C:14]([Cl:17])=[C:13]([CH2:18][C:19]3[CH:20]=[CH:21][C:22]([C:25](=[O:46])[CH3:26])=[CH:23][CH:24]=3)[CH:12]=2)[C@@H:9]([O:27][C:28](=[O:30])[CH3:29])[C@H:8]([CH2:31][O:32][C:33](=[O:35])[CH3:34])[C@@H:7]([O:36][C:37](=[O:39])[CH3:38])[C@@H:6]1[O:40][C:41](=[O:43])[CH3:42])(=[O:3])[CH3:2]. (3) Given the reactants [CH3:1][C:2]1[CH:7]=[CH:6][C:5]([S:8]([O:11][CH:12]2[C:16]([F:18])([F:17])[C:15]([C:19]3[C:20]([F:25])=[N:21][CH:22]=[CH:23][CH:24]=3)=[N:14][CH2:13]2)(=[O:10])=[O:9])=[CH:4][CH:3]=1.[BH4-].[Na+].CO, predict the reaction product. The product is: [CH3:1][C:2]1[CH:3]=[CH:4][C:5]([S:8]([O:11][CH:12]2[C:16]([F:18])([F:17])[CH:15]([C:19]3[C:20]([F:25])=[N:21][CH:22]=[CH:23][CH:24]=3)[NH:14][CH2:13]2)(=[O:9])=[O:10])=[CH:6][CH:7]=1. (4) Given the reactants [Cl:1][C:2]1[C:7](=[O:8])[N:6]2[C:9]([CH3:16])([CH2:13][NH:14][CH3:15])[NH:10][C:11](=[O:12])[C:5]2=[CH:4][CH:3]=1.C(=O)(O)[O-].[Na+].[C:30](O[C:30]([O:32][C:33]([CH3:36])([CH3:35])[CH3:34])=[O:31])([O:32][C:33]([CH3:36])([CH3:35])[CH3:34])=[O:31], predict the reaction product. The product is: [Cl:1][C:2]1[C:7](=[O:8])[N:6]2[C:9]([CH2:13][N:14]([CH3:15])[C:30](=[O:31])[O:32][C:33]([CH3:34])([CH3:35])[CH3:36])([CH3:16])[NH:10][C:11](=[O:12])[C:5]2=[CH:4][CH:3]=1. (5) Given the reactants CC1C=CC(S(O[CH2:12][CH:13]2[CH2:17][CH2:16][C:15](=[O:18])[N:14]2[CH3:19])(=O)=O)=CC=1.[N-:20]=[N+]=[N-].[Na+].[H-].[Na+].[I-].[Li+].C1(P(C2C=CC=CC=2)C2C=CC=CC=2)C=CC=CC=1.N.C(O)(=O)C(O)=O, predict the reaction product. The product is: [NH2:20][CH2:12][CH:13]1[N:14]([CH3:19])[C:15](=[O:18])[CH2:16][CH2:17]1. (6) Given the reactants FC(F)(F)C(O)=O.[NH2:8][CH2:9][CH2:10][CH2:11][O:12][C:13]1[CH:29]=[CH:28][C:16]2[CH2:17][CH:18]([CH2:23][C:24]([O:26][CH3:27])=[O:25])[C:19](=[O:22])[NH:20][CH2:21][C:15]=2[CH:14]=1.Br[C:31]1[N:36]=[CH:35][CH:34]=[CH:33][N:32]=1.C([O-])(O)=O.[Na+], predict the reaction product. The product is: [N:32]1[CH:33]=[CH:34][CH:35]=[N:36][C:31]=1[NH:8][CH2:9][CH2:10][CH2:11][O:12][C:13]1[CH:29]=[CH:28][C:16]2[CH2:17][CH:18]([CH2:23][C:24]([O:26][CH3:27])=[O:25])[C:19](=[O:22])[NH:20][CH2:21][C:15]=2[CH:14]=1. (7) Given the reactants C([O:3][C:4](=O)[CH2:5][N:6]([CH2:20][C:21]1[CH:26]=[CH:25][CH:24]=[CH:23][CH:22]=1)[S:7]([C:10]1[CH:15]=[CH:14][CH:13]=[CH:12][C:11]=1[C:16]([F:19])([F:18])[F:17])(=[O:9])=[O:8])C.O.[NH2:29][NH2:30], predict the reaction product. The product is: [CH2:20]([N:6]([CH2:5][C:4]([NH:29][NH2:30])=[O:3])[S:7]([C:10]1[CH:15]=[CH:14][CH:13]=[CH:12][C:11]=1[C:16]([F:19])([F:18])[F:17])(=[O:9])=[O:8])[C:21]1[CH:26]=[CH:25][CH:24]=[CH:23][CH:22]=1. (8) Given the reactants CO.[O:3]1CCO[CH:4]1[C:8]1[CH:21]=[CH:20][C:11]([CH2:12][NH:13][C:14]2[CH:19]=[CH:18][CH:17]=[CH:16][CH:15]=2)=[CH:10][CH:9]=1.Cl.C(=O)([O-])O.[Na+], predict the reaction product. The product is: [C:14]1([NH:13][CH2:12][C:11]2[CH:10]=[CH:9][C:8]([CH:4]=[O:3])=[CH:21][CH:20]=2)[CH:15]=[CH:16][CH:17]=[CH:18][CH:19]=1.